From a dataset of Forward reaction prediction with 1.9M reactions from USPTO patents (1976-2016). Predict the product of the given reaction. Given the reactants [CH3:1][O:2][C:3](=[O:15])[CH2:4][CH2:5][S:6](=[O:14])(=[O:13])[NH:7][CH2:8][CH2:9][CH2:10][CH:11]=[CH2:12].[C:16]([O-])([O-])=O.[K+].[K+].CI, predict the reaction product. The product is: [CH3:1][O:2][C:3](=[O:15])[CH2:4][CH2:5][S:6](=[O:14])(=[O:13])[N:7]([CH3:16])[CH2:8][CH2:9][CH2:10][CH:11]=[CH2:12].